This data is from Full USPTO retrosynthesis dataset with 1.9M reactions from patents (1976-2016). The task is: Predict the reactants needed to synthesize the given product. (1) Given the product [F:8][C:6]1[CH:5]=[C:4]([CH:3]=[C:2]([F:1])[CH:7]=1)[CH2:9][C@H:10]([NH:14][C:15](=[O:24])[C:44]1[CH:48]=[C:49]([CH3:51])[CH:50]=[C:42]([C:40]([N:39]([CH2:36][CH2:37][CH3:38])[CH2:53][CH2:54][CH3:55])=[O:41])[CH:43]=1)[C@H:11]([OH:12])[CH2:13][NH:35][CH2:25][C:34]1[CH:29]=[CH:30][CH:31]=[C:32]([O:41][CH2:40][CH:42]([CH3:43])[CH3:50])[CH:33]=1, predict the reactants needed to synthesize it. The reactants are: [F:1][C:2]1[CH:3]=[C:4]([CH2:9][C@H:10]([NH:14][C:15](=[O:24])OCC2C=CC=CC=2)[C@H:11]2[CH2:13][O:12]2)[CH:5]=[C:6]([F:8])[CH:7]=1.[CH:25]1([NH2:35])[C:34]2[C:29](=[CH:30][CH:31]=[CH:32][CH:33]=2)CCC1.[CH2:36]([N:39]([CH2:53][CH2:54][CH3:55])[C:40]([C:42]1[CH:43]=[C:44]([CH:48]=[C:49]([CH2:51]C)[CH:50]=1)C(O)=O)=[O:41])[CH2:37][CH3:38]. (2) Given the product [Cl:10][C:11]1[CH:27]=[C:26]([C:28]([F:29])([F:30])[F:31])[CH:25]=[CH:24][C:12]=1[O:13][C:14]1[CH:21]=[CH:20][C:17](/[CH:18]=[C:3]2\[NH:4][C:5](=[O:6])[N:7]([CH2:8][CH3:9])[C:1]\2=[NH:2])=[CH:16][C:15]=1[O:22][CH3:23], predict the reactants needed to synthesize it. The reactants are: [C:1]([CH2:3][NH:4][C:5]([NH:7][CH2:8][CH3:9])=[O:6])#[N:2].[Cl:10][C:11]1[CH:27]=[C:26]([C:28]([F:31])([F:30])[F:29])[CH:25]=[CH:24][C:12]=1[O:13][C:14]1[CH:21]=[CH:20][C:17]([CH:18]=O)=[CH:16][C:15]=1[O:22][CH3:23].[Cl-].[NH4+]. (3) The reactants are: Cl.[Cl:2][C:3]1[CH:4]=[CH:5][C:6]2[CH2:12][CH2:11][C:10]3[CH:13]=[CH:14][CH:15]=[CH:16][C:9]=3[N:8]([CH2:17][CH2:18][CH2:19][NH2:20])[C:7]=2[CH:21]=1.C(N(CC)CC)C.[C:29]1([S:35](Cl)(=[O:37])=[O:36])[CH:34]=[CH:33][CH:32]=[CH:31][CH:30]=1. Given the product [Cl:2][C:3]1[CH:4]=[CH:5][C:6]2[CH2:12][CH2:11][C:10]3[CH:13]=[CH:14][CH:15]=[CH:16][C:9]=3[N:8]([CH2:17][CH2:18][CH2:19][NH:20][S:35]([C:29]3[CH:34]=[CH:33][CH:32]=[CH:31][CH:30]=3)(=[O:37])=[O:36])[C:7]=2[CH:21]=1, predict the reactants needed to synthesize it. (4) Given the product [F:47][C:44]1([F:48])[CH2:43][CH2:42][CH:41]([C:27]2[C:26]3[CH:25]([OH:49])[CH2:24][C:23]([CH3:60])([CH3:59])[CH2:22][C:21]=3[N:20]=[C:19]([CH:16]3[CH2:17][CH2:18][N:13]([C:10]4[N:9]=[CH:8][C:7]([C:4](=[O:6])[N:2]([CH3:3])[CH3:1])=[CH:12][N:11]=4)[CH2:14][CH2:15]3)[C:28]=2[CH:29]([F:40])[C:30]2[CH:31]=[CH:32][C:33]([C:36]([F:38])([F:39])[F:37])=[CH:34][CH:35]=2)[CH2:46][CH2:45]1, predict the reactants needed to synthesize it. The reactants are: [CH3:1][NH:2][CH3:3].[C:4]([C:7]1[CH:8]=[N:9][C:10]([N:13]2[CH2:18][CH2:17][CH:16]([C:19]3[C:28]([CH:29]([F:40])[C:30]4[CH:35]=[CH:34][C:33]([C:36]([F:39])([F:38])[F:37])=[CH:32][CH:31]=4)=[C:27]([CH:41]4[CH2:46][CH2:45][C:44]([F:48])([F:47])[CH2:43][CH2:42]4)[C:26]4[CH:25]([O:49]CC5C=CC(OC)=CC=5)[CH2:24][C:23]([CH3:60])([CH3:59])[CH2:22][C:21]=4[N:20]=3)[CH2:15][CH2:14]2)=[N:11][CH:12]=1)([OH:6])=O. (5) Given the product [NH2:16][CH:9]([C:6]1[CH:7]=[CH:8][C:3]([Cl:2])=[CH:4][CH:5]=1)[CH2:10][CH2:11][S:12]([NH2:13])(=[O:14])=[O:15], predict the reactants needed to synthesize it. The reactants are: Cl.[Cl:2][C:3]1[CH:8]=[CH:7][C:6]([CH:9]([NH:16]C(=O)OC(C)(C)C)[CH2:10][CH2:11][S:12](=[O:15])(=[O:14])[NH2:13])=[CH:5][CH:4]=1. (6) Given the product [F:36][C:37]1[CH:38]=[CH:39][C:40]([C@@H:43]([CH3:56])[C:44]([NH:46][C:47]2[CH:48]=[CH:49][C:50]([C:2]3[CH:3]=[CH:4][C:5]4[N:6]([N:8]=[C:9]([N:11]([C:24]5[CH:29]=[CH:28][C:27]([S:30]([CH3:33])(=[O:31])=[O:32])=[CH:26][C:25]=5[O:34][CH3:35])[C:12](=[O:23])[CH2:13][N:14]([CH3:22])[C:15](=[O:21])[O:16][C:17]([CH3:20])([CH3:18])[CH3:19])[N:10]=4)[CH:7]=3)=[CH:51][CH:52]=2)=[O:45])=[CH:41][CH:42]=1, predict the reactants needed to synthesize it. The reactants are: Cl[C:2]1[CH:3]=[CH:4][C:5]2[N:6]([N:8]=[C:9]([N:11]([C:24]3[CH:29]=[CH:28][C:27]([S:30]([CH3:33])(=[O:32])=[O:31])=[CH:26][C:25]=3[O:34][CH3:35])[C:12](=[O:23])[CH2:13][N:14]([CH3:22])[C:15](=[O:21])[O:16][C:17]([CH3:20])([CH3:19])[CH3:18])[N:10]=2)[CH:7]=1.[F:36][C:37]1[CH:42]=[CH:41][C:40]([C@@H:43]([CH3:56])[C:44]([NH:46][C:47]2[CH:52]=[CH:51][C:50](B(O)O)=[CH:49][CH:48]=2)=[O:45])=[CH:39][CH:38]=1.O.P([O-])([O-])([O-])=O.[K+].[K+].[K+].C1(P(C2CCCCC2)C2C=CC=CC=2C2C(OC)=CC=CC=2OC)CCCCC1.